From a dataset of Reaction yield outcomes from USPTO patents with 853,638 reactions. Predict the reaction yield, written as a fraction of the theoretical maximum amount of product (1.0 means a 100% yield; for example, 0.34 means a 34% yield). (1) The reactants are [Br:1][C:2]1[C:3]2[CH2:4][C@@H:5]3[CH2:14][NH:13][CH2:12][CH2:11][N:6]3[C:7]=2[CH:8]=[CH:9][CH:10]=1.Br[CH2:16][C:17]([O:19][CH3:20])=[O:18].C(=O)([O-])[O-].[K+].[K+]. The catalyst is C(#N)C. The product is [CH3:20][O:19][C:17](=[O:18])[CH2:16][N:13]1[CH2:12][CH2:11][N:6]2[C:7]3[CH:8]=[CH:9][CH:10]=[C:2]([Br:1])[C:3]=3[CH2:4][C@@H:5]2[CH2:14]1. The yield is 0.630. (2) The yield is 0.150. The product is [NH:12]1[C:13]2[C:18](=[CH:17][CH:16]=[CH:15][CH:14]=2)[C:10]([C:8](=[O:9])[CH:32]([NH:31][C:30]2[CH:38]=[CH:39][CH:40]=[C:28]([O:27][CH3:26])[CH:29]=2)[C:33]2[CH:37]=[CH:36][S:35][CH:34]=2)=[CH:11]1. The reactants are C(N(CC)CC)C.[CH:8]([C:10]1[C:18]2[C:13](=[CH:14][CH:15]=[CH:16][CH:17]=2)[N:12](C(OC(C)(C)C)=O)[CH:11]=1)=[O:9].[CH3:26][O:27][C:28]1[CH:29]=[C:30]([CH:38]=[CH:39][CH:40]=1)[N:31]=[CH:32][C:33]1[CH:37]=[CH:36][S:35][CH:34]=1. The catalyst is [Cl-].C([N+]1C(C)=C(CCO)SC=1)C1C=CC=CC=1.C(O)C. (3) The reactants are [O:1]([C:8]1[N:13]=[CH:12][C:11]([C:14]2[NH:18][N:17]=[C:16]([C:19]([OH:21])=O)[CH:15]=2)=[CH:10][N:9]=1)[C:2]1[CH:7]=[CH:6][CH:5]=[CH:4][CH:3]=1.[CH3:22][N:23]1[CH2:28][CH2:27][NH:26][CH2:25][CH2:24]1.C(N(CC)CC)C. The catalyst is S(Cl)(Cl)=O.CN(C=O)C.ClCCl. The product is [CH3:22][N:23]1[CH2:28][CH2:27][N:26]([C:19]([C:16]2[CH:15]=[C:14]([C:11]3[CH:12]=[N:13][C:8]([O:1][C:2]4[CH:3]=[CH:4][CH:5]=[CH:6][CH:7]=4)=[N:9][CH:10]=3)[NH:18][N:17]=2)=[O:21])[CH2:25][CH2:24]1. The yield is 0.600. (4) The reactants are [F:1][C@H:2]([C:4]1[S:8][C:7]2=[N:9][C:10]([C:12]3[O:13][C:14]4[C:15](=[C:17]([OH:23])[CH:18]=[C:19]([O:21][CH3:22])[CH:20]=4)[CH:16]=3)=[CH:11][N:6]2[N:5]=1)[CH3:3].Br[CH2:25][C:26]1[N:27]=[C:28]([N:31]2[CH2:36][CH2:35][O:34][CH2:33][CH2:32]2)[S:29][CH:30]=1.C(=O)([O-])[O-].[K+].[K+].CCOC(C)=O.CCCCCC. The catalyst is CN(C=O)C.[NH4+].[Cl-]. The product is [F:1][C@H:2]([C:4]1[S:8][C:7]2=[N:9][C:10]([C:12]3[O:13][C:14]4[CH:20]=[C:19]([O:21][CH3:22])[CH:18]=[C:17]([O:23][CH2:25][C:26]5[N:27]=[C:28]([N:31]6[CH2:36][CH2:35][O:34][CH2:33][CH2:32]6)[S:29][CH:30]=5)[C:15]=4[CH:16]=3)=[CH:11][N:6]2[N:5]=1)[CH3:3]. The yield is 0.711. (5) The reactants are [C:1]([O:4][CH:5]([CH2:21][N:22]1[CH2:27][CH2:26][N:25]([CH3:28])[CH2:24][CH2:23]1)[CH2:6][O:7][C:8]1[CH:17]=[C:16]2[C:11]([C:12](=O)[NH:13][CH:14]=[N:15]2)=[CH:10][C:9]=1[O:19][CH3:20])(=[O:3])[CH3:2].CN(C=O)C.S(Cl)([Cl:36])=O. No catalyst specified. The product is [C:1]([O:4][CH:5]([CH2:21][N:22]1[CH2:27][CH2:26][N:25]([CH3:28])[CH2:24][CH2:23]1)[CH2:6][O:7][C:8]1[CH:17]=[C:16]2[C:11]([C:12]([Cl:36])=[N:13][CH:14]=[N:15]2)=[CH:10][C:9]=1[O:19][CH3:20])(=[O:3])[CH3:2]. The yield is 0.880. (6) The reactants are [NH2:1][C:2]1[C:7]([O:8][CH3:9])=[C:6]([C:10]([O:12]C)=[O:11])[N:5]=[C:4]([C:14]2[CH:15]=[N:16][C:17]([O:20][CH3:21])=[CH:18][CH:19]=2)[C:3]=1[F:22].O.O.[OH-].[Li+]. The catalyst is C1COCC1.CO. The product is [NH2:1][C:2]1[C:7]([O:8][CH3:9])=[C:6]([C:10]([OH:12])=[O:11])[N:5]=[C:4]([C:14]2[CH:15]=[N:16][C:17]([O:20][CH3:21])=[CH:18][CH:19]=2)[C:3]=1[F:22]. The yield is 0.840. (7) The reactants are [NH2:1][C:2]1[CH:7]=[CH:6][C:5]([C:8]2[C:12]3[C:13]([NH2:18])=[N:14][CH:15]=[C:16]([I:17])[C:11]=3[O:10][CH:9]=2)=[CH:4][C:3]=1[O:19][CH3:20].[CH3:21][N:22]1[C:26]2[CH:27]=[CH:28][CH:29]=[CH:30][C:25]=2[N:24]=[C:23]1[C:31](Cl)=[O:32]. The catalyst is N1C=CC=CC=1. The product is [NH2:18][C:13]1[C:12]2[C:8]([C:5]3[CH:6]=[CH:7][C:2]([NH:1][C:31]([C:23]4[N:22]([CH3:21])[C:26]5[CH:27]=[CH:28][CH:29]=[CH:30][C:25]=5[N:24]=4)=[O:32])=[C:3]([O:19][CH3:20])[CH:4]=3)=[CH:9][O:10][C:11]=2[C:16]([I:17])=[CH:15][N:14]=1. The yield is 0.900.